From a dataset of Full USPTO retrosynthesis dataset with 1.9M reactions from patents (1976-2016). Predict the reactants needed to synthesize the given product. (1) Given the product [NH2:1][C:2]1[C:3]([C:19]([N:25]([O:24][CH3:23])[CH3:26])=[O:21])=[N:4][C:5]([N:8]2[CH2:9][CH2:10][N:11]([S:14]([CH2:17][CH3:18])(=[O:15])=[O:16])[CH2:12][CH2:13]2)=[CH:6][N:7]=1, predict the reactants needed to synthesize it. The reactants are: [NH2:1][C:2]1[C:3]([C:19]([OH:21])=O)=[N:4][C:5]([N:8]2[CH2:13][CH2:12][N:11]([S:14]([CH2:17][CH3:18])(=[O:16])=[O:15])[CH2:10][CH2:9]2)=[CH:6][N:7]=1.Cl.[CH3:23][O:24][NH:25][CH3:26].C(N(CC)CC)C.CN(C(ON1N=NC2C=CC=CC1=2)=[N+](C)C)C.[B-](F)(F)(F)F. (2) Given the product [CH:22]([O:24][C:6]1[CH:9]=[C:2]([Br:1])[CH:3]=[CH:4][C:5]=1[O:10][CH2:11][C@@H:12]1[CH2:14][O:13]1)=[O:23], predict the reactants needed to synthesize it. The reactants are: [Br:1][C:2]1[CH:3]=[CH:4][C:5]([O:10][CH2:11][C@@H:12]2[CH2:14][O:13]2)=[C:6]([CH:9]=1)C=O.C1C=C(Cl)C=C([C:22]([O:24]O)=[O:23])C=1. (3) The reactants are: C(OC(=O)[NH:7][CH2:8][CH2:9][NH:10][C:11](=[O:39])[CH2:12][O:13][CH2:14][C:15]([NH:17][C@H:18]1[CH2:27][CH2:26][C@:25]2([OH:28])[C@@:20]34[C:35]5[C:30](=[CH:31][CH:32]=[C:33]([OH:37])[C:34]=5[O:36][C@@H:19]13)[CH2:29][CH:24]2[N:23]([CH3:38])[CH2:22][CH2:21]4)=[O:16])(C)(C)C.FC(F)(F)C(O)=O.CCOCC. Given the product [NH2:7][CH2:8][CH2:9][NH:10][C:11](=[O:39])[CH2:12][O:13][CH2:14][C:15]([NH:17][C@H:18]1[CH2:27][CH2:26][C@:25]2([OH:28])[C@@:20]34[C:35]5[C:30](=[CH:31][CH:32]=[C:33]([OH:37])[C:34]=5[O:36][C@@H:19]13)[CH2:29][CH:24]2[N:23]([CH3:38])[CH2:22][CH2:21]4)=[O:16], predict the reactants needed to synthesize it. (4) Given the product [OH:36][C:19]1([CH2:18][N:1]2[CH2:6][CH2:5][CH2:4][CH2:3][CH2:2]2)[C:23](=[O:24])[O:22][C@H:21]2[C:25]3[C@@:30]([CH3:33])([CH2:31][CH2:32][C:20]12[OH:35])[CH2:29][CH2:28][CH2:27][C:26]=3[CH3:34], predict the reactants needed to synthesize it. The reactants are: [NH:1]1[CH2:6][CH2:5][CH2:4][CH2:3][CH2:2]1.CC1C=CC(S(O[CH2:18][C:19]2([OH:36])[C:23](=[O:24])[O:22][C@H:21]3[C:25]4[C@@:30]([CH3:33])([CH2:31][CH2:32][C:20]23[OH:35])[CH2:29][CH2:28][CH2:27][C:26]=4[CH3:34])(=O)=O)=CC=1.C(=O)(O)[O-].[Na+]. (5) Given the product [Cl:1][C:2]1[C:7]2[C:8](=[O:22])[N:9]([CH2:11][C:12]3[CH:17]=[CH:16][C:15]([O:18][CH3:19])=[CH:14][C:13]=3[O:20][CH3:21])[CH2:10][C:6]=2[C:5]([F:23])=[C:4]([NH:24][C@H:25]([CH2:30][CH:31]([CH3:33])[CH3:32])[C:26]([OH:28])=[O:27])[N:3]=1, predict the reactants needed to synthesize it. The reactants are: [Cl:1][C:2]1[C:7]2[C:8](=[O:22])[N:9]([CH2:11][C:12]3[CH:17]=[CH:16][C:15]([O:18][CH3:19])=[CH:14][C:13]=3[O:20][CH3:21])[CH2:10][C:6]=2[C:5]([F:23])=[C:4]([NH:24][C@H:25]([CH2:30][CH:31]([CH3:33])[CH3:32])[C:26]([O:28]C)=[O:27])[N:3]=1.